The task is: Regression/Classification. Given a drug SMILES string, predict its toxicity properties. Task type varies by dataset: regression for continuous values (e.g., LD50, hERG inhibition percentage) or binary classification for toxic/non-toxic outcomes (e.g., AMES mutagenicity, cardiotoxicity, hepatotoxicity). Dataset: ld50_zhu.. This data is from Acute oral toxicity (LD50) regression data from Zhu et al.. (1) The molecule is COCC1CS1. The rat oral LD50 is 1.69, given as -log10 of the dose in mol/kg body weight (higher means more acutely toxic). (2) The drug is O=C1OC(c2cc(I)c(O)c(I)c2)(c2cc(I)c(O)c(I)c2)c2ccccc21. The rat oral LD50 is 2.47, given as -log10 of the dose in mol/kg body weight (higher means more acutely toxic).